Regression. Given two drug SMILES strings and cell line genomic features, predict the synergy score measuring deviation from expected non-interaction effect. From a dataset of NCI-60 drug combinations with 297,098 pairs across 59 cell lines. Cell line: NCIH23. Synergy scores: CSS=41.8, Synergy_ZIP=-6.07, Synergy_Bliss=0.965, Synergy_Loewe=-11.5, Synergy_HSA=2.85. Drug 1: CC(CN1CC(=O)NC(=O)C1)N2CC(=O)NC(=O)C2. Drug 2: CCC1(CC2CC(C3=C(CCN(C2)C1)C4=CC=CC=C4N3)(C5=C(C=C6C(=C5)C78CCN9C7C(C=CC9)(C(C(C8N6C=O)(C(=O)OC)O)OC(=O)C)CC)OC)C(=O)OC)O.OS(=O)(=O)O.